From a dataset of Reaction yield outcomes from USPTO patents with 853,638 reactions. Predict the reaction yield, written as a fraction of the theoretical maximum amount of product (1.0 means a 100% yield; for example, 0.34 means a 34% yield). The reactants are [CH:1]1([C:9]([O:11][CH2:12][CH3:13])=[O:10])[C:3]2([CH2:8][CH2:7][NH:6][CH2:5][CH2:4]2)[CH2:2]1.[O:14]1[CH2:19][CH2:18][C:17](=O)[CH2:16][CH2:15]1.C(O[BH-](OC(=O)C)OC(=O)C)(=O)C.[Na+]. The catalyst is ClCCCl. The product is [O:14]1[CH2:19][CH2:18][CH:17]([N:6]2[CH2:7][CH2:8][C:3]3([CH:1]([C:9]([O:11][CH2:12][CH3:13])=[O:10])[CH2:2]3)[CH2:4][CH2:5]2)[CH2:16][CH2:15]1. The yield is 0.640.